This data is from Human Reference Interactome with 51,813 positive PPI pairs across 8,248 proteins, plus equal number of experimentally-validated negative pairs. The task is: Binary Classification. Given two protein amino acid sequences, predict whether they physically interact or not. (1) Result: 0 (the proteins do not interact). Protein 2 (ENSG00000163630) has sequence MCMVIFAPLFAIFAFATCGGYSGGLRLSVDCVNKTESNLSIDIAFAYPFRLHQVTFEVPTCEGKERQKLALIGDSSSSAEFFVTVAVFAFLYSLAATVVYIFFQNKYRENNRGPLIDFIVTVVFSFLWLVGSSAWAKGLSDVKVATDPKEVLLLMSACKQPSNKCMAIHSPVMSSLNTSVVFGFLNFILWAGNIWFVFKETGWHSSGQRYLSDPMEKHSSSYNQGGYNQDSYGSSSGYSQQASLGPTSDEFGQQPTGPTSFTNQI*MDPVSQLASAGTFRVLKEPLAFLRALELVAPGDV.... Protein 1 (ENSG00000187231) has sequence XTKESTSLLDELALINNGSDKGNQQEKERSVDLNFLPSVDPETVLQTGHELLSELQQRRFNGSDGGVSWSPMDDELLAQPQVMKLLDSLREQYTRYQEVCREAEKC*MEASVILPILKKKLAFLSGGKDRRSGLILTIPLCLEQTNMDELSVTLDYLLSIPSEKCKARGFTVIVDGRKSQWNVVKTVVVMLQNVVPAEVSLVCVVKPDEFWDKKVTHFCFWKEKDRLGFEVILVSANKLTRYIEPCQLTEDFGGSLTYDHMDWLNKRLVFEKFTKESTSLLDELALINNGSDKGNQQEKE.... (2) Protein 1 (ENSG00000124444) has sequence MEDPNPEENMKQQDSPKERSPQSPGGNICHLGAPKCTRCLITFADSKFQERHMKREHPADFVAQKLQGVLFICFTCARSFPSSKALITHQRSHGPAAKPTLPVATTTAQPTFPCPDCGKTFGQAVSLRRHRQMHEVRAPPGTFACTECGQDFAQEAGLHQHYIRHARGEL*. Protein 2 (ENSG00000147381) has sequence MSSEQKSQHCKPEEGVEAQEEALGLVGAQAPTTEEQEAAVSSSSPLVPGTLEEVPAAESAGPPQSPQGASALPTTISFTCWRQPNEGSSSQEEEGPSTSPDAESLFREALSNKVDELAHFLLRKYRAKELVTKAEMLERVIKNYKRCFPVIFGKASESLKMIFGIDVKEVDPASNTYTLVTCLGLSYDGLLGNNQIFPKTGLLIIVLGTIAMEGDSASEEEIWEELGVMGVYDGREHTVYGEPRKLLTQDWVQENYLEYRQVPGSNPARYEFLWGPRALAETSYVKVLEHVVRVNARVRI.... Result: 1 (the proteins interact). (3) Protein 1 (ENSG00000093010) has sequence MPEAPPLLLAAVLLGLVLLVVLLLLLRHWGWGLCLIGWNEFILQPIHNLLMGDTKEQRILNHVLQHAEPGNAQSVLEAIDTYCEQKEWAMNVGDKKGKIVDAVIQEHQPSVLLELGAYCGYSAVRMARLLSPGARLITIEINPDCAAITQRMVDFAGVKDKVCRDGLLSVRTWALTGAVPGHPCGWSVPGHHPPAEEEV*MPEAPPLLLAAVLLGLVLLVVLLLLLRHWGWGLCLIGWNEFILQPIHNLLMGDTKEQRILNHVLQHAEPGNAQSVLEAIDTYCEQKEWAMNVGDKKGKIV.... Protein 2 (ENSG00000126895) has sequence MLMASTTSAVPGHPSLPSLPSNSSQERPLDTRDPLLARAELALLSIVFVAVALSNGLVLAALARRGRRGHWAPIHVFIGHLCLADLAVALFQVLPQLAWKATDRFRGPDALCRAVKYLQMVGMYASSYMILAMTLDRHRAICRPMLAYRHGSGAHWNRPVLVAWAFSLLLSLPQLFIFAQRNVEGGSGVTDCWACFAEPWGRRTYVTWIALMVFVAPTLGIAACQVLIFREIHASLVPGPSERPGGRRRGRRTGSPGEGAHVSAAVAKTVRMTLVIVVVYVLCWAPFFLVQLWAAWDPEA.... Result: 1 (the proteins interact). (4) Protein 1 (ENSG00000167767) has sequence MACRSCVVGFSSLSSCEVTPVGSPRPGTSGWDSCRAPGPGFSSRSLTGCWSAGTISKVTVNPGLLVPLDVKLDPAVQQLKNQEKEEMKALNDKFASLIGKVQALEQRNQLLETRWSFLQGQDSAIFDLGHLYEEYQGRLQEELRKVSQERGQLEANLLQVLEKVEEFRIRYEDEISKRTDMEFTFVQLKKDLDAECLHRTELETKLKSLESFVELMKTIYEQELKDLAAQVKDVSVTVGMDSRCHIDLSGIVEEVKAQYDAVAARSLEEAEAYSRSQLEEQAARSAEYGSSLQSSRSEIA.... Protein 2 (ENSG00000181938) has sequence MSEAYFRVESGALGPEENFLSLDDILMSHEKLPVRTETAMPRLGAFFLERSAGAETDNAVPQGSKLELPLWLAKGLFDNKRRILSVELPKIYQEGWRTVFSADPNVVDLHKMGPHFYGFGSQLLHFDSPENADISQSLLQTFIGRFRRIMDSSQNAYNEDTSALVARLDEMERGLFQTGQKGLNDFQCWEKGQASQITASNLVQNYKKRKFTDMED*MSEAYFRVESGALGPEENFLSLDDILMSHEKLPVRTETAMPRLGAFFLERSAGAETDNAVPQTFIGRFRRIMDSSQNAYNEDT.... Result: 1 (the proteins interact).